Predict the product of the given reaction. From a dataset of Forward reaction prediction with 1.9M reactions from USPTO patents (1976-2016). (1) The product is: [F:15][C:16]1[CH:17]=[CH:18][CH:19]=[C:20]2[C:24]=1[CH:23]([NH:25][C:2]1[CH:11]=[CH:10][C:9]3[C:4](=[CH:5][CH:6]=[C:7]([NH2:12])[CH:8]=3)[N:3]=1)[CH2:22][CH2:21]2. Given the reactants Cl[C:2]1[CH:11]=[CH:10][C:9]2[C:4](=[CH:5][CH:6]=[C:7]([N+:12]([O-])=O)[CH:8]=2)[N:3]=1.[F:15][C:16]1[CH:17]=[CH:18][CH:19]=[C:20]2[C:24]=1[CH:23]([NH2:25])[CH2:22][CH2:21]2, predict the reaction product. (2) The product is: [CH3:35][N:13]1[CH:12]([C:14]2[CH:21]=[CH:20][C:17]([C:18]#[N:19])=[CH:16][C:15]=2[S:22][CH3:23])[C:11]2[C:10](=[O:24])[CH2:9][CH2:8][CH2:7][C:6]=2[N:5]([C:25]2[CH:30]=[CH:29][CH:28]=[C:27]([C:31]([F:34])([F:33])[F:32])[CH:26]=2)[C:4]1=[O:3]. Given the reactants CI.[O:3]=[C:4]1[NH:13][CH:12]([C:14]2[CH:21]=[CH:20][C:17]([C:18]#[N:19])=[CH:16][C:15]=2[S:22][CH3:23])[C:11]2[C:10](=[O:24])[CH2:9][CH2:8][CH2:7][C:6]=2[N:5]1[C:25]1[CH:30]=[CH:29][CH:28]=[C:27]([C:31]([F:34])([F:33])[F:32])[CH:26]=1.[C:35](=O)([O-])[O-].[Cs+].[Cs+], predict the reaction product. (3) Given the reactants [ClH:1].Cl.[N+](OC[CH2:8][CH2:9][CH2:10][O:11][C:12](=[O:41])[C@@H:13]1[CH2:17][CH2:16][CH2:15][N:14]1[C:18](=[O:40])[C@H:19]([CH2:35][CH2:36][CH2:37][CH2:38][NH2:39])[NH:20][C@H:21]([C:30]([O:32][CH2:33][CH3:34])=[O:31])[CH2:22][CH2:23][C:24]1[CH:29]=[CH:28][CH:27]=[CH:26][CH:25]=1)([O-])=O.C(O)(=O)/C=C\C(O)=O.[N+:50]([O:53]CCCOC(=O)[C@@H]1CCCN1C(=O)[C@H](C)N[C@H](C(OCC)=O)CCC1C=CC=CC=1)([O-:52])=[O:51], predict the reaction product. The product is: [ClH:1].[ClH:1].[N+:50]([O:53][CH2:8][CH2:9][CH2:10][O:11][C:12](=[O:41])[C@@H:13]1[CH2:17][CH2:16][CH2:15][N:14]1[C:18](=[O:40])[C@H:19]([CH2:35][CH2:36][CH2:37][CH2:38][NH2:39])[NH:20][C@H:21]([C:30]([O:32][CH2:33][CH3:34])=[O:31])[CH2:22][CH2:23][C:24]1[CH:29]=[CH:28][CH:27]=[CH:26][CH:25]=1)([O-:52])=[O:51].